From a dataset of Peptide-MHC class I binding affinity with 185,985 pairs from IEDB/IMGT. Regression. Given a peptide amino acid sequence and an MHC pseudo amino acid sequence, predict their binding affinity value. This is MHC class I binding data. (1) The peptide sequence is LPDALLFTL. The MHC is HLA-B07:02 with pseudo-sequence HLA-B07:02. The binding affinity (normalized) is 0.510. (2) The peptide sequence is RSLGLRAEK. The MHC is HLA-B40:01 with pseudo-sequence HLA-B40:01. The binding affinity (normalized) is 0.0847. (3) The binding affinity (normalized) is 0.750. The MHC is HLA-A02:19 with pseudo-sequence HLA-A02:19. The peptide sequence is KQLEWKWGI. (4) The peptide sequence is TLLMNELGV. The MHC is HLA-A02:01 with pseudo-sequence HLA-A02:01. The binding affinity (normalized) is 1.00.